Dataset: Full USPTO retrosynthesis dataset with 1.9M reactions from patents (1976-2016). Task: Predict the reactants needed to synthesize the given product. (1) The reactants are: [CH3:1][Si](C=[N+]=[N-])(C)C.[Cl:8][C:9]1[CH:10]=[C:11]([CH:15]=[C:16]([Cl:18])[CH:17]=1)[C:12]([OH:14])=[O:13]. Given the product [Cl:8][C:9]1[CH:10]=[C:11]([CH:15]=[C:16]([Cl:18])[CH:17]=1)[C:12]([O:14][CH3:1])=[O:13], predict the reactants needed to synthesize it. (2) The reactants are: [C:1]([N:5]1[CH2:10][CH2:9][N:8]([C:11]2[CH:16]=[CH:15][C:14]([N+:17]([O-])=O)=[CH:13][CH:12]=2)[CH2:7][CH2:6]1)([CH3:4])([CH3:3])[CH3:2].O.O.[Sn](Cl)Cl.Cl. Given the product [C:1]([N:5]1[CH2:10][CH2:9][N:8]([C:11]2[CH:12]=[CH:13][C:14]([NH2:17])=[CH:15][CH:16]=2)[CH2:7][CH2:6]1)([CH3:4])([CH3:2])[CH3:3], predict the reactants needed to synthesize it. (3) Given the product [F:1][C:2]1[CH:9]=[CH:8][C:5]([CH:6]=[CH:11][C:12]([OH:14])=[O:13])=[CH:4][CH:3]=1, predict the reactants needed to synthesize it. The reactants are: [F:1][C:2]1[CH:9]=[CH:8][C:5]([CH:6]=O)=[CH:4][CH:3]=1.C(O)(=O)[CH2:11][C:12]([OH:14])=[O:13].N1CCCCC1.Cl. (4) Given the product [CH2:14]([O:13][C:9](=[O:12])[C:10]([CH:1]([OH:8])[C:2]1[CH:7]=[CH:6][CH:5]=[CH:4][CH:3]=1)=[CH:11][CH2:17][CH3:18])[CH3:15], predict the reactants needed to synthesize it. The reactants are: [CH:1](=[O:8])[C:2]1[CH:7]=[CH:6][CH:5]=[CH:4][CH:3]=1.[C:9]([O:13][CH2:14][CH3:15])(=[O:12])[CH:10]=[CH2:11].N12CCN(CC1)[CH2:18][CH2:17]2. (5) Given the product [F:8][C:9]1[CH:14]=[C:13]([F:15])[CH:12]=[CH:11][C:10]=1[C@:16]12[CH2:25][O:24][C@@H:23]([CH:26]=[O:27])[CH2:22][C@H:21]1[CH2:20][S:19][C:18]([NH:28][C:29](=[O:36])[C:30]1[CH:31]=[CH:32][CH:33]=[CH:34][CH:35]=1)=[N:17]2, predict the reactants needed to synthesize it. The reactants are: C(N(CC)CC)C.[F:8][C:9]1[CH:14]=[C:13]([F:15])[CH:12]=[CH:11][C:10]=1[C@:16]12[CH2:25][O:24][C@@H:23]([CH2:26][OH:27])[CH2:22][C@H:21]1[CH2:20][S:19][C:18]([NH:28][C:29](=[O:36])[C:30]1[CH:35]=[CH:34][CH:33]=[CH:32][CH:31]=1)=[N:17]2.CS(C)=O. (6) Given the product [CH:1]([N:4]([CH3:22])[C:5]1[C:6]([O:21][S:30]([C:33]([F:36])([F:35])[F:34])(=[O:31])=[O:29])=[N:7][C:8]2[C:13]([N:14]=1)=[CH:12][C:11]([C:15]([O:17][CH3:18])=[O:16])=[C:10]([O:19][CH3:20])[CH:9]=2)([CH3:3])[CH3:2], predict the reactants needed to synthesize it. The reactants are: [CH:1]([N:4]([CH3:22])[C:5]1[C:6](=[O:21])[NH:7][C:8]2[C:13]([N:14]=1)=[CH:12][C:11]([C:15]([O:17][CH3:18])=[O:16])=[C:10]([O:19][CH3:20])[CH:9]=2)([CH3:3])[CH3:2].N1C=CC=CC=1.[O:29](S(C(F)(F)F)(=O)=O)[S:30]([C:33]([F:36])([F:35])[F:34])(=O)=[O:31]. (7) Given the product [C:13]([O:11][C:10]1[C:9]([CH3:12])=[CH:8][C:4]([C:5]([OH:7])=[O:6])=[CH:3][C:2]=1[CH3:1])(=[O:15])[CH3:14], predict the reactants needed to synthesize it. The reactants are: [CH3:1][C:2]1[CH:3]=[C:4]([CH:8]=[C:9]([CH3:12])[C:10]=1[OH:11])[C:5]([OH:7])=[O:6].[C:13](OC(=O)C)(=[O:15])[CH3:14]. (8) Given the product [C:1]([C:5]1[CH:10]=[CH:9][C:8]([S:11]([N:14]([C:15]2[CH:20]=[CH:19][C:18]([CH3:21])=[CH:17][CH:16]=2)[CH2:22][C:23]([N:33]([CH2:34][CH2:35][OH:36])[CH2:32][C:27]2[CH:28]=[CH:29][CH:30]=[CH:31][N:26]=2)=[O:25])(=[O:13])=[O:12])=[CH:7][CH:6]=1)([CH3:4])([CH3:3])[CH3:2], predict the reactants needed to synthesize it. The reactants are: [C:1]([C:5]1[CH:10]=[CH:9][C:8]([S:11]([N:14]([CH2:22][C:23]([OH:25])=O)[C:15]2[CH:20]=[CH:19][C:18]([CH3:21])=[CH:17][CH:16]=2)(=[O:13])=[O:12])=[CH:7][CH:6]=1)([CH3:4])([CH3:3])[CH3:2].[N:26]1[CH:31]=[CH:30][CH:29]=[CH:28][C:27]=1[CH2:32][NH:33][CH2:34][CH2:35][OH:36]. (9) Given the product [CH2:23]([O:25][C:26](=[O:34])[C:27]1[CH:32]=[CH:31][CH:30]=[C:29]([N:33]2[C:11]([CH3:12])=[CH:10][CH:9]=[C:8]2[C:6]2[CH:7]=[C:2]([Cl:1])[CH:3]=[CH:4][C:5]=2[O:15][CH2:16][CH:17]2[CH2:22][CH2:21][CH2:20][CH2:19][CH2:18]2)[CH:28]=1)[CH3:24], predict the reactants needed to synthesize it. The reactants are: [Cl:1][C:2]1[CH:3]=[CH:4][C:5]([O:15][CH2:16][CH:17]2[CH2:22][CH2:21][CH2:20][CH2:19][CH2:18]2)=[C:6]([C:8](=O)[CH2:9][CH2:10][C:11](=O)[CH3:12])[CH:7]=1.[CH2:23]([O:25][C:26](=[O:34])[C:27]1[CH:32]=[CH:31][CH:30]=[C:29]([NH2:33])[CH:28]=1)[CH3:24].CC1C=CC(S(O)(=O)=O)=CC=1. (10) Given the product [Cl:4][C:5]1[N:6]=[C:7]([CH3:1])[C:8]2[N:14]=[C:13]([C:15]3[CH:20]=[CH:19][C:18]([F:21])=[CH:17][CH:16]=3)[CH:12]=[CH:11][C:9]=2[N:10]=1, predict the reactants needed to synthesize it. The reactants are: [CH3:1][Mg]Cl.[Cl:4][C:5]1[N:6]=[C:7](Cl)[C:8]2[N:14]=[C:13]([C:15]3[CH:20]=[CH:19][C:18]([F:21])=[CH:17][CH:16]=3)[CH:12]=[CH:11][C:9]=2[N:10]=1.